This data is from Reaction yield outcomes from USPTO patents with 853,638 reactions. The task is: Predict the reaction yield, written as a fraction of the theoretical maximum amount of product (1.0 means a 100% yield; for example, 0.34 means a 34% yield). (1) The reactants are [CH3:1][C:2]1[CH:7]=[CH:6][NH:5][C:4](=[O:8])[CH:3]=1.[C:9](=O)([O-])[O-].[K+].[K+].IC.O. The catalyst is COCCOC. The product is [CH3:9][N:5]1[CH:6]=[CH:7][C:2]([CH3:1])=[CH:3][C:4]1=[O:8]. The yield is 0.440. (2) The reactants are [CH3:1][OH:2].[Cl:3][C:4]1[CH:5]=[CH:6][C:7]([F:13])=[C:8]([CH:12]=1)[C:9](Cl)=[O:10]. The catalyst is ClCCl. The product is [CH3:1][O:2][C:9](=[O:10])[C:8]1[CH:12]=[C:4]([Cl:3])[CH:5]=[CH:6][C:7]=1[F:13]. The yield is 1.00. (3) The reactants are [NH2:1][C:2]1[CH:7]=[CH:6][C:5]([Br:8])=[CH:4][N:3]=1.C[N:10]([CH:12](OC)OC)C.Cl.N[OH:19]. The catalyst is CC(O)C. The product is [Br:8][C:5]1[CH:6]=[CH:7][C:2]([NH:1][CH:12]=[N:10][OH:19])=[N:3][CH:4]=1. The yield is 0.750. (4) The reactants are N[CH:2]([CH2:24][CH2:25][CH3:26])[CH2:3][CH2:4][N:5]1[C:13]([S:14][C:15]2[CH:20]=[C:19]([Cl:21])[CH:18]=[C:17]([Cl:22])[CH:16]=2)=[N:12][C:11]2[C:6]1=[N:7][CH:8]=[N:9][C:10]=2[NH2:23].[CH:27]1[C:32]([N:33]=[C:34]=[S:35])=[CH:31][C:30]2[C:36]([O:38][C:39]3([C:49]4[CH:50]=[CH:51][C:52]([OH:54])=[CH:53][C:48]=4[O:47][C:41]4[CH:42]=[C:43]([OH:46])[CH:44]=[CH:45][C:40]3=4)[C:29]=2[CH:28]=1)=[O:37].[CH3:55][CH2:56][N:57](CC)CC. The catalyst is CN(C=O)C. The product is [NH2:23][C:10]1[N:9]=[CH:8][N:7]=[C:6]2[C:11]=1[N:12]=[C:13]([S:14][C:15]1[CH:16]=[C:17]([Cl:22])[CH:18]=[C:19]([Cl:21])[CH:20]=1)[N:5]2[CH2:4][CH2:3][CH2:2][CH2:24][CH2:25][CH2:26][CH2:55][CH2:56][NH:57][C:34](=[S:35])[NH:33][C:32]1[CH:27]=[CH:28][C:29]([C:39]2[C:40]3[C:41]([O:47][C:48]4[C:49]=2[CH:50]=[CH:51][C:52](=[O:54])[CH:53]=4)=[CH:42][C:43]([OH:46])=[CH:44][CH:45]=3)=[C:30]([CH:31]=1)[C:36]([OH:38])=[O:37]. The yield is 0.720. (5) The reactants are [C:1]([O:5][C:6]([N:8]1[CH2:11][CH:10]([C:12]([OH:14])=O)[CH2:9]1)=[O:7])([CH3:4])([CH3:3])[CH3:2].Cl.[CH3:16][NH:17][CH3:18].Cl.CN(C)CCCN=C=NCC.O.ON1C2C=CC=CC=2N=N1. The catalyst is C(OCC)(=O)C.CN(C)C=O.C(N(CC)CC)C. The product is [CH3:16][N:17]([CH3:18])[C:12]([CH:10]1[CH2:11][N:8]([C:6]([O:5][C:1]([CH3:4])([CH3:3])[CH3:2])=[O:7])[CH2:9]1)=[O:14]. The yield is 0.400. (6) The reactants are [CH2:1]([Li])CCC.[NH2:6][C:7]1[N:8]=[C:9]([CH:30]=[CH2:31])[C:10]([C:20]2[CH:27]=[CH:26][C:25]([O:28][CH3:29])=[CH:24][C:21]=2[CH:22]=O)=[N:11][C:12]=1[CH2:13][C:14]1[CH:19]=[CH:18][CH:17]=[CH:16][CH:15]=1.O. The catalyst is [Br-].C[P+](C1C=CC=CC=1)(C1C=CC=CC=1)C1C=CC=CC=1.C1COCC1. The product is [NH2:6][C:7]1[C:12]([CH2:13][C:14]2[CH:15]=[CH:16][CH:17]=[CH:18][CH:19]=2)=[N:11][C:10]([C:20]2[CH:27]=[CH:26][C:25]([O:28][CH3:29])=[CH:24][C:21]=2[CH:22]=[CH2:1])=[C:9]([CH:30]=[CH2:31])[N:8]=1. The yield is 0.658. (7) The yield is 0.170. The product is [CH2:53]([N:54]([CH2:57][CH3:58])[CH2:55][CH2:56][N:24]1[CH2:25][CH2:26][CH2:27][C@@H:22]([N:18]2[C:19]3[C:14](=[CH:13][C:12]([C:9]4[CH:10]=[N:11][C:6]([NH:5][C:4]([NH:3][CH2:1][CH3:2])=[O:43])=[CH:7][C:8]=4[C:34]4[S:35][CH:36]=[C:37]([C:39]([F:42])([F:41])[F:40])[N:38]=4)=[CH:21][CH:20]=3)[C:15](=[O:33])[C:16]([C:28]([O:30][CH2:31][CH3:32])=[O:29])=[CH:17]2)[CH2:23]1)[CH3:52]. The reactants are [CH2:1]([NH:3][C:4](=[O:43])[NH:5][C:6]1[N:11]=[CH:10][C:9]([C:12]2[CH:13]=[C:14]3[C:19](=[CH:20][CH:21]=2)[N:18]([C@@H:22]2[CH2:27][CH2:26][CH2:25][NH:24][CH2:23]2)[CH:17]=[C:16]([C:28]([O:30][CH2:31][CH3:32])=[O:29])[C:15]3=[O:33])=[C:8]([C:34]2[S:35][CH:36]=[C:37]([C:39]([F:42])([F:41])[F:40])[N:38]=2)[CH:7]=1)[CH3:2].C([O-])([O-])=O.[K+].[K+].Cl.Cl[CH2:52][CH2:53][N:54]([CH2:57][CH3:58])[CH2:55][CH3:56]. The catalyst is CN(C=O)C.CCOC(C)=O. (8) The reactants are CS(O[CH:6]1[CH2:11][CH2:10][C:9]([C:12]2[CH:17]=[CH:16][N:15]=[CH:14][C:13]=2[N+:18]([O-:20])=[O:19])=[CH:8][CH:7]1[NH:21][C:22]([O:24]C(C)(C)C)=[O:23])(=O)=O. The catalyst is N1C=CC=CC=1. The product is [N+:18]([C:13]1[CH:14]=[N:15][CH:16]=[CH:17][C:12]=1[C:9]1[CH2:10][CH2:11][CH:6]2[O:24][C:22](=[O:23])[NH:21][CH:7]2[CH:8]=1)([O-:20])=[O:19]. The yield is 0.850.